From a dataset of Forward reaction prediction with 1.9M reactions from USPTO patents (1976-2016). Predict the product of the given reaction. Given the reactants [Br:1][C:2]1[CH:3]=[C:4]2[C:9](=[CH:10][C:11]=1[O:12][C:13]([F:16])([F:15])[F:14])[C:8](=O)[NH:7][CH:6]=[CH:5]2.O=P(Cl)(Cl)[Cl:20], predict the reaction product. The product is: [Br:1][C:2]1[CH:3]=[C:4]2[C:9](=[CH:10][C:11]=1[O:12][C:13]([F:16])([F:15])[F:14])[C:8]([Cl:20])=[N:7][CH:6]=[CH:5]2.